From a dataset of Full USPTO retrosynthesis dataset with 1.9M reactions from patents (1976-2016). Predict the reactants needed to synthesize the given product. (1) Given the product [N+:1]([C:4]1[CH:5]=[C:6]2[C:10](=[CH:11][CH:12]=1)[N:9]([CH2:20][O:19][CH2:18][CH2:17][Si:14]([CH3:16])([CH3:15])[CH3:13])[N:8]=[CH:7]2)([O-:3])=[O:2], predict the reactants needed to synthesize it. The reactants are: [N+:1]([C:4]1[CH:5]=[C:6]2[C:10](=[CH:11][CH:12]=1)[NH:9][N:8]=[CH:7]2)([O-:3])=[O:2].[CH3:13][Si:14]([CH2:17][CH2:18][O:19][CH2:20]Cl)([CH3:16])[CH3:15].C(N(C(C)C)CC)(C)C.O. (2) Given the product [CH3:22][O:23][C:24]1[CH:31]=[CH:30][C:27](/[CH:28]=[N:21]\[S:18]([N:13]2[C:14]3([CH2:16][CH2:15]3)[CH2:17][N:10]([C:4]3[C:5]4[CH:9]=[CH:8][NH:7][C:6]=4[N:1]=[CH:2][N:3]=3)[CH2:11][CH2:12]2)(=[O:20])=[O:19])=[CH:26][CH:25]=1, predict the reactants needed to synthesize it. The reactants are: [N:1]1[C:6]2[NH:7][CH:8]=[CH:9][C:5]=2[C:4]([N:10]2[CH2:17][C:14]3([CH2:16][CH2:15]3)[N:13]([S:18]([NH2:21])(=[O:20])=[O:19])[CH2:12][CH2:11]2)=[N:3][CH:2]=1.[CH3:22][O:23][C:24]1[CH:31]=[CH:30][C:27]([CH:28]=O)=[CH:26][CH:25]=1. (3) Given the product [Cl:30][C:19]1[CH:20]=[C:21]([C:22]2[CH:27]=[CH:26][C:25]([F:28])=[C:24]([F:29])[CH:23]=2)[C:15]2[O:14][CH:13]([CH2:12][NH:32][CH3:31])[CH2:17][C:16]=2[CH:18]=1, predict the reactants needed to synthesize it. The reactants are: CC1C=CC(S(O[CH2:12][CH:13]2[CH2:17][C:16]3[CH:18]=[C:19]([Cl:30])[CH:20]=[C:21]([C:22]4[CH:27]=[CH:26][C:25]([F:28])=[C:24]([F:29])[CH:23]=4)[C:15]=3[O:14]2)(=O)=O)=CC=1.[CH3:31][NH2:32]. (4) Given the product [NH2:31][C:27]1[CH:26]=[CH:25][CH:24]=[C:23]2[C:28]=1[C:29](=[O:30])[C:11]1([NH:10][C:8](=[O:9])[C:3]3[C:2]([Cl:1])=[CH:7][CH:6]=[CH:5][N:4]=3)[C:15]3[CH:16]=[CH:17][C:18]([CH:20]([CH3:22])[CH3:21])=[CH:19][C:14]=3[O:13][C:12]12[OH:34], predict the reactants needed to synthesize it. The reactants are: [Cl:1][C:2]1[C:3]([C:8]([NH:10][C:11]23[C:29](=[O:30])[C:28]4[C:23](=[CH:24][CH:25]=[CH:26][C:27]=4[N+:31]([O-])=O)[C:12]2([OH:34])[O:13][C:14]2[CH:19]=[C:18]([CH:20]([CH3:22])[CH3:21])[CH:17]=[CH:16][C:15]=23)=[O:9])=[N:4][CH:5]=[CH:6][CH:7]=1.C(O)C.